Predict the reactants needed to synthesize the given product. From a dataset of Full USPTO retrosynthesis dataset with 1.9M reactions from patents (1976-2016). (1) Given the product [CH2:1]([O:3][C:4]1[C:13]([O:14][CH3:15])=[CH:12][C:11]2[C:10]([C:16]3[CH:17]=[C:18]([C:19]([N:57]4[CH2:58][CH2:59][CH:54]([N:40]5[C:41](=[O:53])[C:42]6[S:46][C:45]([C:47]7[CH:48]=[CH:49][CH:50]=[CH:51][CH:52]=7)=[CH:44][C:43]=6[N:38]([CH2:37][C:35]6[O:34][N:33]=[C:32]([CH2:30][CH3:31])[N:36]=6)[C:39]5=[O:60])[CH2:55][CH2:56]4)=[O:21])[CH:22]=[CH:23][CH:24]=3)=[N:9][C@@H:8]3[CH2:25][CH2:26][S:27][CH2:28][C@@H:7]3[C:6]=2[CH:5]=1)[CH3:2], predict the reactants needed to synthesize it. The reactants are: [CH2:1]([O:3][C:4]1[C:13]([O:14][CH3:15])=[CH:12][C:11]2[C:10]([C:16]3[CH:17]=[C:18]([CH:22]=[CH:23][CH:24]=3)[C:19]([OH:21])=O)=[N:9][C@@H:8]3[CH2:25][CH2:26][S:27][CH2:28][C@@H:7]3[C:6]=2[CH:5]=1)[CH3:2].Cl.[CH2:30]([C:32]1[N:36]=[C:35]([CH2:37][N:38]2[C:43]3[CH:44]=[C:45]([C:47]4[CH:52]=[CH:51][CH:50]=[CH:49][CH:48]=4)[S:46][C:42]=3[C:41](=[O:53])[N:40]([CH:54]3[CH2:59][CH2:58][NH:57][CH2:56][CH2:55]3)[C:39]2=[O:60])[O:34][N:33]=1)[CH3:31].CN(C(ON1N=NC2C=CC=CC1=2)=[N+](C)C)C.F[P-](F)(F)(F)(F)F.CCN(C(C)C)C(C)C. (2) Given the product [F:13][C:14]1[CH:15]=[C:16](/[CH:17]=[C:7](\[C:4]2[CH:5]=[CH:6][N:1]=[CH:2][CH:3]=2)/[C:8]([O:10][CH2:11][CH3:12])=[O:9])[CH:19]=[CH:20][CH:21]=1, predict the reactants needed to synthesize it. The reactants are: [N:1]1[CH:6]=[CH:5][C:4]([CH2:7][C:8]([O:10][CH2:11][CH3:12])=[O:9])=[CH:3][CH:2]=1.[F:13][C:14]1[CH:15]=[C:16]([CH:19]=[CH:20][CH:21]=1)[CH:17]=O. (3) Given the product [F:1][C:2]1[CH:3]=[C:4]2[C:5]([NH:8][CH2:9][C:10](=[O:11])[NH:14]2)=[CH:6][CH:7]=1, predict the reactants needed to synthesize it. The reactants are: [F:1][C:2]1[CH:7]=[CH:6][C:5]([NH:8][CH2:9][C:10](OC)=[O:11])=[C:4]([N+:14]([O-])=O)[CH:3]=1.S(S([O-])=O)([O-])=O.[Na+].[Na+]. (4) Given the product [O:1]=[C:2]1[N:8]([CH:9]2[CH2:10][CH2:11][N:12]([C:15]([O:17][C@H:18]([CH2:19][C:20]3[CH:21]=[C:22]([Br:28])[C:23]([OH:27])=[C:24]([Br:26])[CH:25]=3)[C:29]([N:80]3[CH2:79][CH2:78][CH:77]([CH:74]4[CH2:73][CH2:72][N:71]([S:68]([CH3:67])(=[O:70])=[O:69])[CH2:76][CH2:75]4)[CH2:82][CH2:81]3)=[O:30])=[O:16])[CH2:13][CH2:14]2)[CH2:7][CH2:6][C:5]2[CH:32]=[CH:33][CH:34]=[CH:35][C:4]=2[NH:3]1, predict the reactants needed to synthesize it. The reactants are: [O:1]=[C:2]1[N:8]([CH:9]2[CH2:14][CH2:13][N:12]([C:15]([O:17][C@@H:18]([C:29](O)=[O:30])[CH2:19][C:20]3[CH:25]=[C:24]([Br:26])[C:23]([OH:27])=[C:22]([Br:28])[CH:21]=3)=[O:16])[CH2:11][CH2:10]2)[CH2:7][CH2:6][C:5]2[CH:32]=[CH:33][CH:34]=[CH:35][C:4]=2[NH:3]1.CN(C(ON1N=NC2C=CC=CC1=2)=[N+](C)C)C.[B-](F)(F)(F)F.C(N(C(C)C)C(C)C)C.[CH3:67][S:68]([N:71]1[CH2:76][CH2:75][CH:74]([CH:77]2[CH2:82][CH2:81][NH:80][CH2:79][CH2:78]2)[CH2:73][CH2:72]1)(=[O:70])=[O:69]. (5) Given the product [O:16]1[C:20]2[CH:21]=[CH:22][C:23]([C:25]3([C:28]([NH:30][C:31]4[CH:36]=[N:35][C:34]([CH2:5][C:4]5[CH:7]=[CH:8][CH:9]=[CH:10][C:3]=5[Cl:2])=[CH:33][N:32]=4)=[O:29])[CH2:27][CH2:26]3)=[CH:24][C:19]=2[O:18][CH2:17]1, predict the reactants needed to synthesize it. The reactants are: [Cl-].[Cl:2][C:3]1[CH:10]=[CH:9][CH:8]=[CH:7][C:4]=1[CH2:5][Zn+].C1COCC1.[O:16]1[C:20]2[CH:21]=[CH:22][C:23]([C:25]3([C:28]([NH:30][C:31]4[CH:36]=[N:35][C:34](Br)=[CH:33][N:32]=4)=[O:29])[CH2:27][CH2:26]3)=[CH:24][C:19]=2[O:18][CH2:17]1. (6) The reactants are: C[Si]([N-][Si](C)(C)C)(C)C.[Na+].[NH2:11][C:12]1[CH:17]=[CH:16][CH:15]=[CH:14][CH:13]=1.[C:18](#[N:25])[C:19]1[CH:24]=[CH:23][CH:22]=[CH:21][CH:20]=1.O. Given the product [C:12]1([NH:11][C:18](=[NH:25])[C:19]2[CH:24]=[CH:23][CH:22]=[CH:21][CH:20]=2)[CH:17]=[CH:16][CH:15]=[CH:14][CH:13]=1, predict the reactants needed to synthesize it. (7) Given the product [N:11]1([N:14]2[CH2:19][CH2:18][CH2:17][NH:16][C:15]2=[O:20])[CH2:10][CH2:9][NH:8][CH2:13][CH2:12]1, predict the reactants needed to synthesize it. The reactants are: C([N:8]1[CH2:13][CH2:12][N:11]([N:14]2[CH2:19][CH2:18][CH2:17][NH:16][C:15]2=[O:20])[CH2:10][CH2:9]1)C1C=CC=CC=1. (8) Given the product [Cl:14][C:11]1[CH:12]=[CH:13][C:8]([C:7]2[N:6]=[C:5]([CH3:15])[N:4]3[C:16](=[O:30])[N:17]([CH2:19][C:20]4[CH:21]=[N:22][C:23]([C:26]([F:28])([F:29])[F:27])=[CH:24][CH:25]=4)[N:18]=[C:3]3[C:2]=2[C:34]2[CH:35]=[CH:36][N:31]=[CH:32][CH:33]=2)=[CH:9][CH:10]=1, predict the reactants needed to synthesize it. The reactants are: Br[C:2]1[C:3]2[N:4]([C:16](=[O:30])[N:17]([CH2:19][C:20]3[CH:21]=[N:22][C:23]([C:26]([F:29])([F:28])[F:27])=[CH:24][CH:25]=3)[N:18]=2)[C:5]([CH3:15])=[N:6][C:7]=1[C:8]1[CH:13]=[CH:12][C:11]([Cl:14])=[CH:10][CH:9]=1.[N:31]1[CH:36]=[CH:35][C:34](B(O)O)=[CH:33][CH:32]=1.[O-]P([O-])([O-])=O.[K+].[K+].[K+].C(Cl)Cl. (9) Given the product [CH3:38][C:39]1[N:44]([C:45]2[CH:50]=[CH:49][CH:48]=[C:47]([C:51]([F:54])([F:52])[F:53])[CH:46]=2)[C:43](=[O:55])[C:42]([C:56]([NH:37][CH2:36][C:33]2[CH:32]=[CH:31][C:30]([S:27]([CH3:26])(=[O:29])=[O:28])=[CH:35][N:34]=2)=[O:57])=[CH:41][C:40]=1[C:59]1[N:60]([CH3:64])[N:61]=[CH:62][CH:63]=1, predict the reactants needed to synthesize it. The reactants are: CN(C(ON1N=NC2C=CC=CC1=2)=[N+](C)C)C.F[P-](F)(F)(F)(F)F.Cl.[CH3:26][S:27]([C:30]1[CH:31]=[CH:32][C:33]([CH2:36][NH2:37])=[N:34][CH:35]=1)(=[O:29])=[O:28].[CH3:38][C:39]1[N:44]([C:45]2[CH:50]=[CH:49][CH:48]=[C:47]([C:51]([F:54])([F:53])[F:52])[CH:46]=2)[C:43](=[O:55])[C:42]([C:56](O)=[O:57])=[CH:41][C:40]=1[C:59]1[N:60]([CH3:64])[N:61]=[CH:62][CH:63]=1.CC(N(C)C)=O.